Dataset: Forward reaction prediction with 1.9M reactions from USPTO patents (1976-2016). Task: Predict the product of the given reaction. (1) Given the reactants [I:1][C:2]1[N:3]=[C:4]([C@@H:7]2[CH2:11][C@@H:10]([CH3:12])[CH2:9][N:8]2C(OC(C)(C)C)=O)[NH:5][CH:6]=1.[ClH:20].O1CCOCC1, predict the reaction product. The product is: [Cl-:20].[I:1][C:2]1[NH+:3]=[C:4]([C@@H:7]2[CH2:11][C@@H:10]([CH3:12])[CH2:9][NH2+:8]2)[NH:5][CH:6]=1.[Cl-:20]. (2) The product is: [N:1]1[CH:6]=[CH:5][N:4]=[C:3]2[S:7][C:8]([CH2:10][OH:11])=[CH:9][C:2]=12. Given the reactants [N:1]1[CH:6]=[CH:5][N:4]=[C:3]2[S:7][C:8]([C:10](OCC)=[O:11])=[CH:9][C:2]=12.[BH4-].[Na+], predict the reaction product. (3) The product is: [CH2:24]([N:26]([CH2:12][CH:13]1[O:18][C:17]2[CH:19]=[C:20]([F:23])[CH:21]=[CH:22][C:16]=2[O:15][CH2:14]1)[CH2:27][CH2:28][CH3:29])[CH3:25]. Given the reactants CC1C=CC(S(O[CH2:12][CH:13]2[O:18][C:17]3[CH:19]=[C:20]([F:23])[CH:21]=[CH:22][C:16]=3[O:15][CH2:14]2)(=O)=O)=CC=1.[CH2:24]([NH:26][CH2:27][CH2:28][CH3:29])[CH3:25], predict the reaction product. (4) Given the reactants C(Cl)Cl.[OH:4][C@@H:5]1[C@@:12]([CH3:19])([CH2:13][CH2:14][CH:15]=[C:16]([CH3:18])[CH3:17])[C@@H:11]2[C:20](=[O:21])[C@@:7]([CH2:25][CH:26]=[C:27]([CH3:29])[CH3:28])([C:8]([O:23][CH3:24])=[CH:9][C:10]2=[O:22])[CH2:6]1.N1C=CC=CC=1.[F:36][C:37]([F:50])([F:49])[S:38](O[S:38]([C:37]([F:50])([F:49])[F:36])(=[O:40])=[O:39])(=[O:40])=[O:39], predict the reaction product. The product is: [F:36][C:37]([F:50])([F:49])[S:38]([O:4][C@H:5]1[CH2:6][C@@:7]2([CH2:25][CH:26]=[C:27]([CH3:29])[CH3:28])[C:20](=[O:21])[C@H:11]([C:10](=[O:22])[CH:9]=[C:8]2[O:23][CH3:24])[C@:12]1([CH3:19])[CH2:13][CH2:14][CH:15]=[C:16]([CH3:17])[CH3:18])(=[O:40])=[O:39].